From a dataset of Forward reaction prediction with 1.9M reactions from USPTO patents (1976-2016). Predict the product of the given reaction. (1) Given the reactants [Br:1][C:2]1[C:3]([OH:13])=[C:4]([C:10](=[O:12])[CH3:11])[CH:5]=[C:6]([Cl:9])[C:7]=1F.[C-:14]#[N:15].[K+].I[CH3:18].C(=O)([O-])[O-].[K+].[K+], predict the reaction product. The product is: [C:10]([C:4]1[CH:5]=[C:6]([Cl:9])[C:7]([C:14]#[N:15])=[C:2]([Br:1])[C:3]=1[O:13][CH3:18])(=[O:12])[CH3:11]. (2) Given the reactants Br.[CH3:2][C:3]1([CH3:9])[CH2:7][NH:6][C:5](=[NH:8])[NH:4]1.[C:10](OCC)(=[O:17])[CH2:11][C:12](OCC)=[O:13].C[O-].[Na+], predict the reaction product. The product is: [OH:17][C:10]1[N:8]=[C:5]2[NH:4][C:3]([CH3:9])([CH3:2])[CH2:7][N:6]2[C:12](=[O:13])[CH:11]=1. (3) Given the reactants [N+]([C:4]1[CH:5]=[C:6]([CH:9]=[C:10]([N+:12]([O-:14])=[O:13])[CH:11]=1)[C:7]#[N:8])([O-])=O.[CH3:15][C:16]1[N:21]=[CH:20][C:19]([OH:22])=[CH:18][CH:17]=1.C([O-])([O-])=O.[K+].[K+].O, predict the reaction product. The product is: [CH3:15][C:16]1[N:21]=[CH:20][C:19]([O:22][C:4]2[CH:5]=[C:6]([CH:9]=[C:10]([N+:12]([O-:14])=[O:13])[CH:11]=2)[C:7]#[N:8])=[CH:18][CH:17]=1. (4) The product is: [F:7][C:8]1[CH:13]=[CH:12][C:11]([O:14][CH3:15])=[CH:10][C:9]=1[C:16]1[N:17]=[CH:18][C:19]([CH2:20][OH:21])=[CH:24][C:25]=1[O:26][CH:27]1[CH2:32][CH2:31][CH2:30][CH2:29][O:28]1. Given the reactants [H-].[Al+3].[Li+].[H-].[H-].[H-].[F:7][C:8]1[CH:13]=[CH:12][C:11]([O:14][CH3:15])=[CH:10][C:9]=1[C:16]1[C:25]([O:26][CH:27]2[CH2:32][CH2:31][CH2:30][CH2:29][O:28]2)=[CH:24][C:19]([C:20](OC)=[O:21])=[CH:18][N:17]=1.O.O.O.O.O.O.O.O.O.O.S([O-])([O-])(=O)=O.[Na+].[Na+], predict the reaction product. (5) Given the reactants [OH-:1].[Na+].OCC([C:7]1[C:12]([O:13][CH3:14])=[CH:11][C:10]([O:15][CH3:16])=[C:9]([O:17][CH3:18])[CH:8]=1)=O.[OH:19]O.Cl.S([O-])([O-])=O.[Na+].[Na+], predict the reaction product. The product is: [CH3:18][O:17][C:9]1[C:10]([O:15][CH3:16])=[CH:11][C:12]([O:13][CH3:14])=[C:7]([OH:1])[C:8]=1[OH:19]. (6) Given the reactants [CH3:1][CH:2]([S:4]([N:7]1[CH2:12][CH2:11][NH:10][CH2:9][CH2:8]1)(=[O:6])=[O:5])[CH3:3].[Cl:13][C:14]1[CH:19]=[CH:18][C:17]([CH:20]2[CH:24]([C:25]3[CH:30]=[CH:29][C:28]([Cl:31])=[CH:27][CH:26]=3)[N:23]([C:32](Cl)=[O:33])[C:22]([C:35]3[CH:40]=[CH:39][C:38]([C:41]([F:44])([F:43])[F:42])=[CH:37][C:36]=3[O:45][CH2:46][CH3:47])=[N:21]2)=[CH:16][CH:15]=1.C(N(C(C)C)CC)(C)C, predict the reaction product. The product is: [Cl:13][C:14]1[CH:19]=[CH:18][C:17]([CH:20]2[CH:24]([C:25]3[CH:26]=[CH:27][C:28]([Cl:31])=[CH:29][CH:30]=3)[N:23]([C:32]([N:10]3[CH2:9][CH2:8][N:7]([S:4]([CH:2]([CH3:1])[CH3:3])(=[O:5])=[O:6])[CH2:12][CH2:11]3)=[O:33])[C:22]([C:35]3[CH:40]=[CH:39][C:38]([C:41]([F:42])([F:43])[F:44])=[CH:37][C:36]=3[O:45][CH2:46][CH3:47])=[N:21]2)=[CH:16][CH:15]=1. (7) Given the reactants [Cl:1][C:2]1[CH:23]=[CH:22][CH:21]=[C:20]([Cl:24])[C:3]=1[C:4]([NH:6][C@H:7]([C:16]([O:18][CH3:19])=[O:17])[CH2:8][C:9]1[CH:14]=[CH:13][C:12]([OH:15])=[CH:11][CH:10]=1)=[O:5].ClC[N+]12CC[N+]([F:35])(CC1)CC2, predict the reaction product. The product is: [Cl:1][C:2]1[CH:23]=[CH:22][CH:21]=[C:20]([Cl:24])[C:3]=1[C:4]([NH:6][C@H:7]([C:16]([O:18][CH3:19])=[O:17])[CH2:8][C:9]1[CH:10]=[CH:11][C:12]([OH:15])=[C:13]([F:35])[CH:14]=1)=[O:5].